Dataset: Full USPTO retrosynthesis dataset with 1.9M reactions from patents (1976-2016). Task: Predict the reactants needed to synthesize the given product. (1) The reactants are: [NH2:1][C:2]1[N:10]=[CH:9][C:8]([Br:11])=[CH:7][C:3]=1[C:4](O)=[O:5].[CH3:12][NH:13][O:14][CH3:15].C1CN([P+](ON2N=NC3C=CC=CC2=3)(N2CCCC2)N2CCCC2)CC1.F[P-](F)(F)(F)(F)F. Given the product [NH2:1][C:2]1[N:10]=[CH:9][C:8]([Br:11])=[CH:7][C:3]=1[C:4]([N:13]([O:14][CH3:15])[CH3:12])=[O:5], predict the reactants needed to synthesize it. (2) Given the product [O:18]([CH2:25][CH2:26][NH:27][C:2]1[N:9]=[C:8]([NH:10][C:11]2[CH:15]=[C:14]([CH3:16])[NH:13][N:12]=2)[CH:7]=[C:6]([CH3:17])[C:3]=1[C:4]#[N:5])[C:19]1[CH:24]=[CH:23][CH:22]=[CH:21][CH:20]=1, predict the reactants needed to synthesize it. The reactants are: Cl[C:2]1[N:9]=[C:8]([NH:10][C:11]2[CH:15]=[C:14]([CH3:16])[NH:13][N:12]=2)[CH:7]=[C:6]([CH3:17])[C:3]=1[C:4]#[N:5].[O:18]([CH2:25][CH2:26][NH2:27])[C:19]1[CH:24]=[CH:23][CH:22]=[CH:21][CH:20]=1.C(=O)([O-])O.[Na+].CS(C)=O.